Predict which catalyst facilitates the given reaction. From a dataset of Catalyst prediction with 721,799 reactions and 888 catalyst types from USPTO. Reactant: C(OC([N:11]1[CH2:14][C:13]([NH:24][CH2:25][C@@H:26]([OH:41])[C@@H:27]([NH:37][C:38](=[O:40])[CH3:39])[CH2:28][C:29]2[CH:34]=[C:33]([F:35])[CH:32]=[C:31]([F:36])[CH:30]=2)([C:15]2[CH:20]=[CH:19][CH:18]=[C:17]([CH:21]([CH3:23])[CH3:22])[CH:16]=2)[CH2:12]1)=O)C1C=CC=CC=1.[H][H]. Product: [F:36][C:31]1[CH:30]=[C:29]([CH:34]=[C:33]([F:35])[CH:32]=1)[CH2:28][C@H:27]([NH:37][C:38](=[O:40])[CH3:39])[C@H:26]([OH:41])[CH2:25][NH:24][C:13]1([C:15]2[CH:20]=[CH:19][CH:18]=[C:17]([CH:21]([CH3:22])[CH3:23])[CH:16]=2)[CH2:14][NH:11][CH2:12]1. The catalyst class is: 63.